From a dataset of Full USPTO retrosynthesis dataset with 1.9M reactions from patents (1976-2016). Predict the reactants needed to synthesize the given product. (1) Given the product [CH2:22]([NH:21][C:19]([N:16]1[CH2:15][CH2:14][CH:13]([NH:12][C:11]2[CH:10]=[CH:9][C:8]([O:7][CH2:6][CH2:5][NH:4][CH2:60][C@H:58]([OH:59])[CH2:57][O:56][C:53]3[CH:54]=[CH:55][C:50]([OH:49])=[CH:51][CH:52]=3)=[CH:31][CH:30]=2)[CH2:18][CH2:17]1)=[O:20])[CH2:23][CH2:24][CH2:25][CH2:26][CH2:27][CH2:28][CH3:29], predict the reactants needed to synthesize it. The reactants are: C(O)=O.[NH2:4][CH2:5][CH2:6][O:7][C:8]1[CH:31]=[CH:30][C:11]([NH:12][CH:13]2[CH2:18][CH2:17][N:16]([C:19]([NH:21][CH2:22][CH2:23][CH2:24][CH2:25][CH2:26][CH2:27][CH2:28][CH3:29])=[O:20])[CH2:15][CH2:14]2)=[CH:10][CH:9]=1.C([Si]([O:49][C:50]1[CH:55]=[CH:54][C:53]([O:56][CH2:57][CH:58]2[CH2:60][O:59]2)=[CH:52][CH:51]=1)(C1C=CC=CC=1)C1C=CC=CC=1)(C)(C)C. (2) Given the product [Cl:81][C:79]1[CH:80]=[C:75]([C:50]2[N:49]=[C:48]([C:82]#[N:83])[N:56]=[C:55]3[C:51]=2[N:52]([CH2:67][C@H:68]2[CH2:69][CH2:70][C@H:71]([CH3:74])[CH2:72][CH2:73]2)[C:53]([C:57]2([C:61]4[CH:66]=[CH:65][CH:64]=[CH:63][CH:62]=4)[CH2:58][CH2:59][CH2:60]2)=[N:54]3)[CH:76]=[N:77][CH:78]=1, predict the reactants needed to synthesize it. The reactants are: C1C=CC(P(C2C=CC3C(=CC=CC=3)C=2C2C3C(=CC=CC=3)C=CC=2P(C2C=CC=CC=2)C2C=CC=CC=2)C2C=CC=CC=2)=CC=1.Cl[C:48]1[N:56]=[C:55]2[C:51]([N:52]([CH2:67][C@H:68]3[CH2:73][CH2:72][C@H:71]([CH3:74])[CH2:70][CH2:69]3)[C:53]([C:57]3([C:61]4[CH:66]=[CH:65][CH:64]=[CH:63][CH:62]=4)[CH2:60][CH2:59][CH2:58]3)=[N:54]2)=[C:50]([C:75]2[CH:76]=[N:77][CH:78]=[C:79]([Cl:81])[CH:80]=2)[N:49]=1.[CH3:82][N:83](C)C(=O)C. (3) The reactants are: [Cl:1][C:2]1[C:7]([F:8])=[C:6](Cl)[N:5]=[C:4]([CH3:10])[N:3]=1.[OH-].[NH4+:12].CO. Given the product [NH2:12][C:6]1[C:7]([F:8])=[C:2]([Cl:1])[N:3]=[C:4]([CH3:10])[N:5]=1, predict the reactants needed to synthesize it. (4) Given the product [N+:8]([C:7]1[C:2]([SH:17])=[N:3][CH:4]=[C:5]([C:11]([F:14])([F:13])[F:12])[CH:6]=1)([O-:10])=[O:9], predict the reactants needed to synthesize it. The reactants are: Cl[C:2]1[C:7]([N+:8]([O-:10])=[O:9])=[CH:6][C:5]([C:11]([F:14])([F:13])[F:12])=[CH:4][N:3]=1.NC(N)=[S:17]. (5) Given the product [F:1][C:2]1[CH:7]=[CH:6][CH:5]=[CH:4][C:3]=1[C:8]1[O:12][N:11]=[CH:10][C:9]=1[C:13]([N:39]1[CH2:44][CH2:43][CH2:42][C@@H:41]([C:45]([OH:48])([CH3:47])[CH3:46])[CH2:40]1)=[O:15], predict the reactants needed to synthesize it. The reactants are: [F:1][C:2]1[CH:7]=[CH:6][CH:5]=[CH:4][C:3]=1[C:8]1[O:12][N:11]=[CH:10][C:9]=1[C:13]([OH:15])=O.CN(C(ON1N=NC2C=CC=CC1=2)=[N+](C)C)C.[B-](F)(F)(F)F.Cl.[NH:39]1[CH2:44][CH2:43][CH2:42][C@@H:41]([C:45]([OH:48])([CH3:47])[CH3:46])[CH2:40]1.C(N(CC)CC)C. (6) Given the product [CH:13]1([NH:16][CH2:6][C:5]2[CH:8]=[CH:9][C:10]([O:11][CH3:12])=[C:3]([O:2][CH3:1])[CH:4]=2)[CH2:15][CH2:14]1, predict the reactants needed to synthesize it. The reactants are: [CH3:1][O:2][C:3]1[CH:4]=[C:5]([CH:8]=[CH:9][C:10]=1[O:11][CH3:12])[CH:6]=O.[CH:13]1([NH2:16])[CH2:15][CH2:14]1. (7) Given the product [CH3:1][C:2]1[CH:11]=[C:10]([CH3:12])[CH:9]=[C:8]2[C:3]=1[CH2:4][CH2:5][CH2:6][C@H:7]2[NH:13][C@@H:14]([C:17]1[CH:18]=[CH:19][CH:20]=[CH:21][CH:22]=1)[CH2:15][OH:16].[C:23]1(=[O:26])[C:24]2[C:4](=[CH:3][CH:2]=[CH:11][CH:10]=2)[CH2:5][CH2:6][CH2:7]1, predict the reactants needed to synthesize it. The reactants are: [CH3:1][C:2]1[CH:11]=[C:10]([CH3:12])[CH:9]=[C:8]2[C:3]=1[CH2:4][CH2:5][CH2:6][C:7]2=[N:13][C@@H:14]([C:17]1[CH:22]=[CH:21][CH:20]=[CH:19][CH:18]=1)[CH2:15][OH:16].[C:23]([OH:26])(=O)[CH3:24].[BH4-].[Na+].C([O-])(O)=O.[Na+]. (8) Given the product [Br:1][C:2]1[CH:10]=[CH:9][C:8]([CH3:11])=[CH:7][C:3]=1[C:4]([O:6][CH3:12])=[O:5], predict the reactants needed to synthesize it. The reactants are: [Br:1][C:2]1[CH:10]=[CH:9][C:8]([CH3:11])=[CH:7][C:3]=1[C:4]([OH:6])=[O:5].[C:12](=O)(O)[O-].[Na+].C(OCC)(=O)C.